From a dataset of Forward reaction prediction with 1.9M reactions from USPTO patents (1976-2016). Predict the product of the given reaction. (1) Given the reactants Cl[C:2]1[CH:3]=[C:4]([C:14]([NH:16][CH2:17][C:18]2[C:19](=[O:26])[NH:20][C:21]([CH3:25])=[CH:22][C:23]=2[CH3:24])=[O:15])[C:5]2[CH:10]=[N:9][N:8]([CH:11]([CH3:13])[CH3:12])[C:6]=2[N:7]=1.CC1(C)C(C)(C)OB([C:35]2[CH:43]=[C:42]3[C:38]([CH:39]=[N:40][NH:41]3)=[CH:37][CH:36]=2)O1.C(=O)([O-])[O-].[Na+].[Na+], predict the reaction product. The product is: [CH3:24][C:23]1[CH:22]=[C:21]([CH3:25])[NH:20][C:19](=[O:26])[C:18]=1[CH2:17][NH:16][C:14]([C:4]1[C:5]2[CH:10]=[N:9][N:8]([CH:11]([CH3:13])[CH3:12])[C:6]=2[N:7]=[C:2]([C:35]2[CH:43]=[C:42]3[C:38]([CH:39]=[N:40][NH:41]3)=[CH:37][CH:36]=2)[CH:3]=1)=[O:15]. (2) Given the reactants O.[OH-].[Li+].[N:4]1([C@H:10]2[CH2:13][C@H:12]([O:14][C:15]3[CH:20]=[CH:19][C:18]([C:21]4[S:22][C:23]5[CH2:28][CH:27]([C:29]([O:31]CC)=[O:30])[CH2:26][C:24]=5[N:25]=4)=[CH:17][CH:16]=3)[CH2:11]2)[CH2:9][CH2:8][CH2:7][CH2:6][CH2:5]1, predict the reaction product. The product is: [N:4]1([CH:10]2[CH2:13][CH:12]([O:14][C:15]3[CH:16]=[CH:17][C:18]([C:21]4[S:22][C:23]5[CH2:28][CH:27]([C:29]([OH:31])=[O:30])[CH2:26][C:24]=5[N:25]=4)=[CH:19][CH:20]=3)[CH2:11]2)[CH2:5][CH2:6][CH2:7][CH2:8][CH2:9]1. (3) Given the reactants [OH:1][C:2]1[CH:3]=[C:4]2[C:8](=[CH:9][CH:10]=1)[N:7]([S:11]([C:14]1[CH:20]=[CH:19][C:17]([CH3:18])=[CH:16][CH:15]=1)(=[O:13])=[O:12])[N:6]=[C:5]2[CH2:21][N:22]([CH3:34])[CH2:23][CH2:24][N:25]([CH3:33])[C:26](=[O:32])[O:27][C:28]([CH3:31])([CH3:30])[CH3:29].[O:35]1[CH2:39][CH2:38][CH:37](O)[CH2:36]1.C(P(CCCC)CCCC)CCC.O, predict the reaction product. The product is: [CH3:33][N:25]([CH2:24][CH2:23][N:22]([CH3:34])[CH2:21][C:5]1[C:4]2[C:8](=[CH:9][CH:10]=[C:2]([O:1][CH:37]3[CH2:38][CH2:39][O:35][CH2:36]3)[CH:3]=2)[N:7]([S:11]([C:14]2[CH:15]=[CH:16][C:17]([CH3:18])=[CH:19][CH:20]=2)(=[O:13])=[O:12])[N:6]=1)[C:26](=[O:32])[O:27][C:28]([CH3:31])([CH3:29])[CH3:30]. (4) Given the reactants [F:1][C:2]1[CH:7]=[CH:6][C:5]([C:8]2[O:9][CH:10]=[C:11]([C:13]([O:15][CH2:16][CH3:17])=[O:14])[N:12]=2)=[CH:4][CH:3]=1.[Br:18]Br.S([O-])([O-])(=O)=S.[Na+].[Na+], predict the reaction product. The product is: [Br:18][C:10]1[O:9][C:8]([C:5]2[CH:4]=[CH:3][C:2]([F:1])=[CH:7][CH:6]=2)=[N:12][C:11]=1[C:13]([O:15][CH2:16][CH3:17])=[O:14]. (5) Given the reactants O[Li].O.[CH:4]1([C:10]2[CH:27]=[CH:26][C:13]([C:14]([NH:16][C:17]3[CH:21]=[CH:20][S:19][C:18]=3[C:22]([O:24]C)=[O:23])=[O:15])=[CH:12][CH:11]=2)[CH2:9][CH2:8][CH2:7][CH2:6][CH2:5]1, predict the reaction product. The product is: [CH:4]1([C:10]2[CH:27]=[CH:26][C:13]([C:14]([NH:16][C:17]3[CH:21]=[CH:20][S:19][C:18]=3[C:22]([OH:24])=[O:23])=[O:15])=[CH:12][CH:11]=2)[CH2:5][CH2:6][CH2:7][CH2:8][CH2:9]1.